Dataset: Reaction yield outcomes from USPTO patents with 853,638 reactions. Task: Predict the reaction yield, written as a fraction of the theoretical maximum amount of product (1.0 means a 100% yield; for example, 0.34 means a 34% yield). (1) The reactants are [Br:1][C:2]1[C:11]2[C:6](=[CH:7][CH:8]=[CH:9][CH:10]=2)[C:5]([C:12]2[NH:16][C:15]([CH:17]3[CH2:21][CH2:20][CH2:19][NH:18]3)=[N:14][CH:13]=2)=[CH:4][CH:3]=1.[CH3:22][O:23][C:24]([NH:26][CH:27]([CH:31]([CH3:33])[CH3:32])[C:28](O)=[O:29])=[O:25].CN(C(ON1N=NC2C=CC=NC1=2)=[N+](C)C)C.F[P-](F)(F)(F)(F)F.CN1CCOCC1. The catalyst is CN(C=O)C. The product is [CH3:22][O:23][C:24](=[O:25])[NH:26][CH:27]([C:28]([N:18]1[CH2:19][CH2:20][CH2:21][CH:17]1[C:15]1[NH:16][C:12]([C:5]2[C:6]3[C:11](=[CH:10][CH:9]=[CH:8][CH:7]=3)[C:2]([Br:1])=[CH:3][CH:4]=2)=[CH:13][N:14]=1)=[O:29])[CH:31]([CH3:33])[CH3:32]. The yield is 0.720. (2) The reactants are [CH2:1](OC1C=CC(N2C3C=CC(O)=CC=3N=C2)=CC=1)C.[CH2:20]([O:22][C:23]1[CH:28]=[CH:27][C:26]([N:29]2[C:33]3[CH:34]=[CH:35][C:36]([O:38][CH2:39][C:40]4[CH:45]=[CH:44][C:43]([CH2:46][CH3:47])=[CH:42][CH:41]=4)=[CH:37][C:32]=3[N:31]=[CH:30]2)=[CH:25][CH:24]=1)C. No catalyst specified. The product is [CH:46]([C:43]1[CH:42]=[CH:41][C:40]([CH2:39][O:38][C:36]2[CH:35]=[CH:34][C:33]3[N:29]([C:26]4[CH:25]=[CH:24][C:23]([O:22][CH3:20])=[CH:28][CH:27]=4)[CH:30]=[N:31][C:32]=3[CH:37]=2)=[CH:45][CH:44]=1)([CH3:47])[CH3:1]. The yield is 0.280. (3) The reactants are C[O:2][C:3]([C:5]1[CH:10]=[CH:9][C:8]([C:11]2[CH:16]=[C:15]([NH:17][C:18]([O:20][C:21]([CH3:24])([CH3:23])[CH3:22])=[O:19])[CH:14]=[CH:13][C:12]=2[CH3:25])=[CH:7][CH:6]=1)=[O:4].[C:21]([O:20][C:18]([NH:17][C:15]1[CH:14]=[CH:13][C:12]([CH3:25])=[C:11]([C:8]2[CH:7]=[CH:6][C:5]([C:3]([OH:2])=[O:4])=[CH:10][CH:9]=2)[CH:16]=1)=[O:19])([CH3:22])([CH3:24])[CH3:23].[OH-].[Na+]. The catalyst is CO. The product is [C:21]([O:20][C:18]([NH:17][C:15]1[CH:14]=[CH:13][C:12]([CH3:25])=[C:11]([C:8]2[CH:7]=[CH:6][C:5]([C:3]([OH:4])=[O:2])=[CH:10][CH:9]=2)[CH:16]=1)=[O:19])([CH3:24])([CH3:23])[CH3:22]. The yield is 0.490. (4) The reactants are [C:1]([O:5][C:6]([NH:8][CH2:9][CH2:10][O:11][C:12]([CH3:59])([CH3:58])[CH2:13][N:14]1[C:26]2[C:25]3[CH:24]=[CH:23][C:22](/[CH:27]=[CH:28]/[C:29]([O:31][CH2:32][CH3:33])=[O:30])=[CH:21][C:20]=3[N:19]=[C:18]([NH:34][C:35]([C:48]3[CH:53]=[CH:52][CH:51]=[CH:50][CH:49]=3)([C:42]3[CH:47]=[CH:46][CH:45]=[CH:44][CH:43]=3)[C:36]3[CH:41]=[CH:40][CH:39]=[CH:38][CH:37]=3)[C:17]=2[N:16]=[C:15]1[CH2:54][O:55][CH2:56][CH3:57])=[O:7])([CH3:4])([CH3:3])[CH3:2].[H][H]. The catalyst is [Pd].C(O)C.C(OCC)(=O)C. The product is [C:1]([O:5][C:6]([NH:8][CH2:9][CH2:10][O:11][C:12]([CH3:58])([CH3:59])[CH2:13][N:14]1[C:26]2[C:25]3[CH:24]=[CH:23][C:22]([CH2:27][CH2:28][C:29]([O:31][CH2:32][CH3:33])=[O:30])=[CH:21][C:20]=3[N:19]=[C:18]([NH:34][C:35]([C:42]3[CH:43]=[CH:44][CH:45]=[CH:46][CH:47]=3)([C:48]3[CH:49]=[CH:50][CH:51]=[CH:52][CH:53]=3)[C:36]3[CH:41]=[CH:40][CH:39]=[CH:38][CH:37]=3)[C:17]=2[N:16]=[C:15]1[CH2:54][O:55][CH2:56][CH3:57])=[O:7])([CH3:4])([CH3:2])[CH3:3]. The yield is 0.580. (5) The reactants are [C:1]1([C:7]2[CH:8]=[C:9]3[C:13](=[CH:14][CH:15]=2)[NH:12][C:11](=[O:16])[CH2:10]3)[CH:6]=[CH:5][CH:4]=[CH:3][CH:2]=1.[CH2:17]([N:19]([CH2:34][CH3:35])[CH2:20][CH2:21][NH:22][C:23]([C:25]1[C:29]([CH3:30])=[C:28]([CH:31]=O)[NH:27][C:26]=1[CH3:33])=[O:24])[CH3:18]. No catalyst specified. The product is [CH2:34]([N:19]([CH2:17][CH3:18])[CH2:20][CH2:21][NH:22][C:23]([C:25]1[C:29]([CH3:30])=[C:28]([CH:31]=[C:10]2[C:9]3[C:13](=[CH:14][CH:15]=[C:7]([C:1]4[CH:2]=[CH:3][CH:4]=[CH:5][CH:6]=4)[CH:8]=3)[NH:12][C:11]2=[O:16])[NH:27][C:26]=1[CH3:33])=[O:24])[CH3:35]. The yield is 0.460. (6) The reactants are [F:1][C:2]1[C:3]([C:15]#N)=[N:4][CH:5]=[CH:6][C:7]=1[C:8]1[CH:9]=[N:10][CH:11]=[CH:12][C:13]=1[CH3:14].[F:17][C:18]1[CH:23]=[CH:22][C:21]([Mg]Br)=[CH:20][CH:19]=1.Cl.[OH-:27].[Na+]. The catalyst is C1COCC1.C(Cl)Cl.O. The product is [F:1][C:2]1[C:3]([C:15]([C:21]2[CH:22]=[CH:23][C:18]([F:17])=[CH:19][CH:20]=2)=[O:27])=[N:4][CH:5]=[CH:6][C:7]=1[C:8]1[CH:9]=[N:10][CH:11]=[CH:12][C:13]=1[CH3:14]. The yield is 0.653. (7) The reactants are [CH3:1][N:2]1[C:6]([C:7]([NH:9][C:10]2[CH:15]=[C:14]([O:16][C:17]3[CH:18]=[N:19][C:20]([NH:23][S:24]([C:27]4[CH:32]=[CH:31][C:30]([CH3:33])=[CH:29][CH:28]=4)(=[O:26])=[O:25])=[CH:21][CH:22]=3)[CH:13]=[C:12]([CH3:34])[CH:11]=2)=[O:8])=[CH:5][C:4]([CH3:35])=[N:3]1.I[CH2:37][C:38]([NH2:40])=[O:39].C(N(CC)C(C)C)(C)C. The catalyst is CN(C)C=O. The product is [NH2:40][C:38](=[O:39])[CH2:37][N:19]1[C:20](=[N:23][S:24]([C:27]2[CH:32]=[CH:31][C:30]([CH3:33])=[CH:29][CH:28]=2)(=[O:26])=[O:25])[CH:21]=[CH:22][C:17]([O:16][C:14]2[CH:15]=[C:10]([NH:9][C:7]([C:6]3[N:2]([CH3:1])[N:3]=[C:4]([CH3:35])[CH:5]=3)=[O:8])[CH:11]=[C:12]([CH3:34])[CH:13]=2)=[CH:18]1. The yield is 0.750. (8) The reactants are Br[C:2]1[CH:20]=[C:19]([Cl:21])[C:5]([CH2:6][N:7]2[CH2:11][CH2:10][CH:9]([N:12]3[CH2:17][CH2:16][CH2:15][CH2:14][CH2:13]3)[C:8]2=[O:18])=[C:4]([Cl:22])[CH:3]=1.[CH3:23][O:24][C:25]([C:27]1[CH:32]=[CH:31][C:30](B(O)O)=[CH:29][CH:28]=1)=[O:26].N#N. The catalyst is C1(C)C=CC=CC=1.C(=O)([O-])[O-].[Na+].[Na+].C(OCC)(=O)C.C1C=CC([P]([Pd]([P](C2C=CC=CC=2)(C2C=CC=CC=2)C2C=CC=CC=2)([P](C2C=CC=CC=2)(C2C=CC=CC=2)C2C=CC=CC=2)[P](C2C=CC=CC=2)(C2C=CC=CC=2)C2C=CC=CC=2)(C2C=CC=CC=2)C2C=CC=CC=2)=CC=1. The product is [CH3:23][O:24][C:25]([C:27]1[CH:32]=[CH:31][C:30]([C:2]2[CH:20]=[C:19]([Cl:21])[C:5]([CH2:6][N:7]3[CH2:11][CH2:10][CH:9]([N:12]4[CH2:17][CH2:16][CH2:15][CH2:14][CH2:13]4)[C:8]3=[O:18])=[C:4]([Cl:22])[CH:3]=2)=[CH:29][CH:28]=1)=[O:26]. The yield is 0.390. (9) The reactants are BrCC([C:5]1[CH:10]=[CH:9][CH:8]=[CH:7][N:6]=1)=O.[NH2:11][C:12]([NH2:14])=[S:13].[CH2:15](O)[CH3:16]. No catalyst specified. The product is [N:6]1[CH:5]=[CH:10][CH:9]=[C:8]([C:15]2[N:11]=[C:12]([NH2:14])[S:13][CH:16]=2)[CH:7]=1. The yield is 0.550. (10) The reactants are [Br:1][C:2]1[CH:10]=[CH:9][CH:8]=[C:7]2[C:3]=1[C:4](=[O:12])C(=O)[NH:6]2.Cl.[OH-:14].[Na+]. The catalyst is O.OO. The product is [NH2:6][C:7]1[CH:8]=[CH:9][CH:10]=[C:2]([Br:1])[C:3]=1[C:4]([OH:12])=[O:14]. The yield is 0.670.